From a dataset of Full USPTO retrosynthesis dataset with 1.9M reactions from patents (1976-2016). Predict the reactants needed to synthesize the given product. (1) The reactants are: [CH2:1]([O:3][C:4]([C:6]1[NH:7][CH:8]=[C:9]([C:18]2[CH:23]=[CH:22][CH:21]=[CH:20][N:19]=2)[C:10]=1[C:11]1[CH:16]=[CH:15][C:14]([F:17])=[CH:13][CH:12]=1)=[O:5])[CH3:2].[OH-].[K+].I[CH:27]([CH3:29])[CH3:28].CCOCC. Given the product [CH2:1]([O:3][C:4]([C:6]1[N:7]([CH:27]([CH3:29])[CH3:28])[CH:8]=[C:9]([C:18]2[CH:23]=[CH:22][CH:21]=[CH:20][N:19]=2)[C:10]=1[C:11]1[CH:12]=[CH:13][C:14]([F:17])=[CH:15][CH:16]=1)=[O:5])[CH3:2], predict the reactants needed to synthesize it. (2) Given the product [F:38][CH:3]([F:2])[C:4]1[CH:9]=[C:8]([C:10]2[CH:15]=[CH:14][C:13]([C:16]([N:18]3[CH2:19][CH2:20][CH2:21][CH2:22]3)=[O:17])=[CH:12][CH:11]=2)[N:7]=[C:6]2[NH:23][N:24]=[C:25]([C:26]3[CH:31]=[CH:30][CH:29]=[CH:28][CH:27]=3)[C:5]=12, predict the reactants needed to synthesize it. The reactants are: Cl.[F:2][CH:3]([F:38])[C:4]1[CH:9]=[C:8]([C:10]2[CH:15]=[CH:14][C:13]([C:16]([N:18]3[CH2:22][CH2:21][CH2:20][CH2:19]3)=[O:17])=[CH:12][CH:11]=2)[N:7]=[C:6]2[N:23](C3CCCCO3)[N:24]=[C:25]([C:26]3[CH:31]=[CH:30][CH:29]=[CH:28][CH:27]=3)[C:5]=12.C(=O)([O-])O.[Na+].ClCCl.CCCCC. (3) Given the product [CH:1]1([C:4]2[C:9]([F:10])=[CH:8][N:7]=[C:6]([NH:11][C:12]3[CH:13]=[C:14]([C:19]4[S:23][C:22]([C:24]([OH:34])([C:30]([F:33])([F:32])[F:31])[CH2:25][OH:26])=[N:21][CH:20]=4)[CH:15]=[C:16]([CH3:18])[CH:17]=3)[N:5]=2)[CH2:2][CH2:3]1, predict the reactants needed to synthesize it. The reactants are: [CH:1]1([C:4]2[C:9]([F:10])=[CH:8][N:7]=[C:6]([NH:11][C:12]3[CH:13]=[C:14]([C:19]4[S:23][C:22]([C:24]([OH:34])([C:30]([F:33])([F:32])[F:31])[C:25](OCC)=[O:26])=[N:21][CH:20]=4)[CH:15]=[C:16]([CH3:18])[CH:17]=3)[N:5]=2)[CH2:3][CH2:2]1.CC(C[AlH]CC(C)C)C. (4) Given the product [CH3:14][C:13]([S:12][C:9]1[CH:10]=[C:11]2[C:6](=[C:7]([CH3:17])[CH:8]=1)[N:5]=[N:4][C:3]([C:18]([NH2:20])=[O:19])=[C:2]2[NH:23][C:24]1[CH:25]=[N:26][CH:27]=[C:28]([F:30])[CH:29]=1)([CH3:16])[CH3:15], predict the reactants needed to synthesize it. The reactants are: Cl[C:2]1[C:11]2[C:6](=[C:7]([CH3:17])[CH:8]=[C:9]([S:12][C:13]([CH3:16])([CH3:15])[CH3:14])[CH:10]=2)[N:5]=[N:4][C:3]=1[C:18]([NH2:20])=[O:19].Cl.Cl.[NH2:23][C:24]1[CH:25]=[N:26][CH:27]=[C:28]([F:30])[CH:29]=1. (5) Given the product [F:1][CH:2]([F:16])[CH2:3][CH2:4][O:5][C:6]1[CH:7]=[C:8]([CH:13]=[CH:14][CH:15]=1)[C:9]([OH:11])=[O:10], predict the reactants needed to synthesize it. The reactants are: [F:1][CH:2]([F:16])[CH2:3][CH2:4][O:5][C:6]1[CH:7]=[C:8]([CH:13]=[CH:14][CH:15]=1)[C:9]([O:11]C)=[O:10].O.[OH-].[Li+].